Dataset: Catalyst prediction with 721,799 reactions and 888 catalyst types from USPTO. Task: Predict which catalyst facilitates the given reaction. (1) Reactant: [Cl:1][C:2]1[CH:7]=[CH:6][C:5]([C:8]2[C:14]3[CH:15]=[CH:16][CH:17]=[CH:18][C:13]=3[N:12]3[C:19]([CH3:22])=[N:20][N:21]=[C:11]3[CH:10]([CH2:23][C:24]([O:26]C(C)(C)C)=O)[CH:9]=2)=[CH:4][CH:3]=1.C[O-].[Na+].O. Product: [Cl:1][C:2]1[CH:7]=[CH:6][C:5]([C:8]2[C:14]3[CH:15]=[CH:16][CH:17]=[CH:18][C:13]=3[N:12]3[C:19]([CH3:22])=[N:20][N:21]=[C:11]3[C@H:10]([CH2:23][C:24]3[O:26][N:21]=[C:11]([CH:10]([CH3:23])[CH3:9])[N:12]=3)[CH:9]=2)=[CH:4][CH:3]=1. The catalyst class is: 60. (2) Reactant: [C:1]([C:9]1[S:13][C:12]([CH2:14][N:15](C)[C:16](=O)OC(C)(C)C)=[CH:11][C:10]=1[C:24]1[CH:29]=[CH:28][CH:27]=[CH:26][CH:25]=1)(=[O:8])[C:2]1[CH:7]=[CH:6][CH:5]=[CH:4][CH:3]=1.C(OCC)(=O)C.[ClH:36]. Product: [ClH:36].[CH3:16][NH:15][CH2:14][C:12]1[S:13][C:9]([C:1]([C:2]2[CH:7]=[CH:6][CH:5]=[CH:4][CH:3]=2)=[O:8])=[C:10]([C:24]2[CH:29]=[CH:28][CH:27]=[CH:26][CH:25]=2)[CH:11]=1. The catalyst class is: 13. (3) Reactant: C(O[C:4](=[O:29])[C:5]1[CH:10]=[CH:9][C:8]([CH:11]([OH:28])[CH2:12][N:13]2[C:21]3[CH:20]=[CH:19][C:18]([CH3:22])=[CH:17][C:16]=3[C:15]3[CH2:23][N:24]([CH3:27])[CH2:25][CH2:26][C:14]2=3)=[CH:7][CH:6]=1)C.[OH-].[NH4+:31]. Product: [CH3:27][N:24]1[CH2:25][CH2:26][C:14]2[N:13]([CH2:12][CH:11]([C:8]3[CH:7]=[CH:6][C:5]([C:4]([NH2:31])=[O:29])=[CH:10][CH:9]=3)[OH:28])[C:21]3[CH:20]=[CH:19][C:18]([CH3:22])=[CH:17][C:16]=3[C:15]=2[CH2:23]1. The catalyst class is: 6. (4) Reactant: [F:1][C:2]1[CH:3]=[C:4]([CH:22]=[CH:23][CH:24]=1)[CH2:5][O:6][C:7]1[CH:8]=[C:9]2[C:14](=[CH:15][CH:16]=1)[C:13](=[O:17])[N:12]([CH:18]([CH3:21])[CH2:19][OH:20])[CH2:11][CH2:10]2.[H-].[Na+].[CH3:27]I.O. Product: [F:1][C:2]1[CH:3]=[C:4]([CH:22]=[CH:23][CH:24]=1)[CH2:5][O:6][C:7]1[CH:8]=[C:9]2[C:14](=[CH:15][CH:16]=1)[C:13](=[O:17])[N:12]([CH:18]([CH3:21])[CH2:19][O:20][CH3:27])[CH2:11][CH2:10]2. The catalyst class is: 3. (5) Reactant: [F:1][C:2]1[CH:32]=[CH:31][CH:30]=[CH:29][C:3]=1[CH2:4][N:5]1[CH2:9][CH2:8][C@@H:7]([NH:10][C:11]2[N:12]=[CH:13][C:14](/[CH:17]=[CH:18]/[C:19]([NH:21][O:22]C3CCCCO3)=[O:20])=[N:15][CH:16]=2)[CH2:6]1.[ClH:33].C(O)C. Product: [ClH:33].[ClH:33].[F:1][C:2]1[CH:32]=[CH:31][CH:30]=[CH:29][C:3]=1[CH2:4][N:5]1[CH2:9][CH2:8][C@@H:7]([NH:10][C:11]2[N:12]=[CH:13][C:14](/[CH:17]=[CH:18]/[C:19]([NH:21][OH:22])=[O:20])=[N:15][CH:16]=2)[CH2:6]1. The catalyst class is: 13. (6) Reactant: C(N(C(C)C)CC)(C)C.[C:10]1([C@@H:16]([NH2:18])[CH3:17])[CH:15]=[CH:14][CH:13]=[CH:12][CH:11]=1.Cl[C:20]1[C:25]([N+:26]([O-:28])=[O:27])=[CH:24][N:23]=[C:22]([C:29]2[N:33]3[CH:34]=[C:35]([F:38])[CH:36]=[CH:37][C:32]3=[N:31][CH:30]=2)[N:21]=1. Product: [F:38][C:35]1[CH:36]=[CH:37][C:32]2[N:33]([C:29]([C:22]3[N:23]=[C:24]([NH:18][C@H:16]([C:10]4[CH:15]=[CH:14][CH:13]=[CH:12][CH:11]=4)[CH3:17])[C:25]([N+:26]([O-:28])=[O:27])=[CH:20][N:21]=3)=[CH:30][N:31]=2)[CH:34]=1. The catalyst class is: 7.